This data is from Reaction yield outcomes from USPTO patents with 853,638 reactions. The task is: Predict the reaction yield, written as a fraction of the theoretical maximum amount of product (1.0 means a 100% yield; for example, 0.34 means a 34% yield). (1) The reactants are [C:1]([O:5][C:6]([N:8]1[CH2:11][C:10](=O)[CH2:9]1)=[O:7])([CH3:4])([CH3:3])[CH3:2].Cl.[F:14][C@H:15]1[CH2:19][CH2:18][NH:17][CH2:16]1.C(O[BH-](OC(=O)C)OC(=O)C)(=O)C.[Na+]. The catalyst is ClCCCl. The product is [C:1]([O:5][C:6]([N:8]1[CH2:11][CH:10]([N:17]2[CH2:18][CH2:19][C@H:15]([F:14])[CH2:16]2)[CH2:9]1)=[O:7])([CH3:4])([CH3:3])[CH3:2]. The yield is 0.600. (2) The reactants are [F:1][C:2]1[CH:7]=[CH:6][C:5]([C:8]2[C:23]([C:24]3[CH:29]=[CH:28][N:27]=[C:26](F)[CH:25]=3)=[C:11]3[CH:12]=[CH:13][CH:14]=[C:15]([C:16]4[CH:21]=[CH:20][N:19]=[C:18](F)[CH:17]=4)[N:10]3[N:9]=2)=[CH:4][CH:3]=1.[NH2:31][CH2:32][CH2:33][CH2:34][NH2:35]. No catalyst specified. The product is [NH2:31][CH2:32][CH2:33][CH2:34][NH:35][C:26]1[CH:25]=[C:24]([C:23]2[C:8]([C:5]3[CH:6]=[CH:7][C:2]([F:1])=[CH:3][CH:4]=3)=[N:9][N:10]3[C:15]([C:16]4[CH:21]=[CH:20][N:19]=[C:18]([NH:9][CH2:8][CH2:23][CH2:11][NH2:10])[CH:17]=4)=[CH:14][CH:13]=[CH:12][C:11]=23)[CH:29]=[CH:28][N:27]=1. The yield is 0.460. (3) The reactants are [CH3:1][O:2][C:3]1[CH:8]=[CH:7][C:6]([C:9]2[S:13][C:12]([CH:14]=[O:15])=[CH:11][CH:10]=2)=[CH:5][CH:4]=1.C(Br)[C:17]1[CH:22]=[CH:21][CH:20]=[CH:19][CH:18]=1. No catalyst specified. The product is [CH3:1][O:2][C:3]1[CH:8]=[CH:7][C:6]([C:9]2[S:13][C:12]([CH:14]([C:17]3[CH:22]=[CH:21][CH:20]=[CH:19][CH:18]=3)[OH:15])=[CH:11][CH:10]=2)=[CH:5][CH:4]=1. The yield is 0.640. (4) The reactants are C1C2C3C(C=CC=2OCC=1)=CC=CC=3.N1C=C[CH:17]=N1.O1C2C(=CC=C3C=CC4SC=CC=4C3=2)C=CC1.OC1C2C(=CC=CC=2)C=CC=1C(=O)C.[P].[S].[Br:53][C:54]1[CH:55]=[CH:56][C:57]([OH:63])=[C:58]([C:60](=[O:62])[CH3:61])[CH:59]=1.[N:64]1[CH:69]=CC=C[CH:65]=1. The catalyst is C1(C)C=CC=CC=1. The product is [Br:53][C:54]1[CH:55]=[CH:56][C:57]([OH:63])=[C:58]([C:60](=[O:62])/[CH:61]=[CH:65]/[N:64]([CH3:69])[CH3:17])[CH:59]=1. The yield is 0.870. (5) The reactants are [C:1]1([S:7]([N:10]2[C:14]3=[N:15][CH:16]=[C:17]([Cl:19])[CH:18]=[C:13]3[C:12]([CH2:20][C:21]3[S:25][C:24]([NH2:26])=[N:23][C:22]=3[Cl:27])=[CH:11]2)(=[O:9])=[O:8])[CH:6]=[CH:5][CH:4]=[CH:3][CH:2]=1.[F:28][C:29]1[CH:30]=[C:31]([CH:35]=O)[CH:32]=[N:33][CH:34]=1.C([BH3-])#N.C(=O)([O-])[O-].[K+].[K+]. The catalyst is C(O)C.C(O)(=O)C. The product is [C:1]1([S:7]([N:10]2[C:14]3=[N:15][CH:16]=[C:17]([Cl:19])[CH:18]=[C:13]3[C:12]([CH2:20][C:21]3[S:25][C:24]([NH:26][CH2:35][C:31]4[CH:32]=[N:33][CH:34]=[C:29]([F:28])[CH:30]=4)=[N:23][C:22]=3[Cl:27])=[CH:11]2)(=[O:9])=[O:8])[CH:2]=[CH:3][CH:4]=[CH:5][CH:6]=1. The yield is 0.480. (6) The reactants are C([O:8][C:9]1[CH:14]=[CH:13][N:12]([CH2:15][CH:16]2[CH2:18][CH2:17]2)[C:11](=[O:19])[CH:10]=1)C1C=CC=CC=1. The catalyst is [Pd].C(O)C. The product is [CH:16]1([CH2:15][N:12]2[CH:13]=[CH:14][C:9]([OH:8])=[CH:10][C:11]2=[O:19])[CH2:17][CH2:18]1. The yield is 1.00.